From a dataset of Catalyst prediction with 721,799 reactions and 888 catalyst types from USPTO. Predict which catalyst facilitates the given reaction. (1) Reactant: [C:1]([C:5]1[CH:6]=[C:7]([S:16][CH:17]2[CH2:22][CH2:21][N:20]([S:23]([C:26]3[N:30]([CH3:31])[C:29]([C:32]([OH:34])=[O:33])=[CH:28][CH:27]=3)(=[O:25])=[O:24])[CH2:19][CH2:18]2)[CH:8]=[C:9]([C:12]([CH3:15])([CH3:14])[CH3:13])[C:10]=1[OH:11])([CH3:4])([CH3:3])[CH3:2].[NH2:35][C@H:36]([C:44]([OH:46])=[O:45])[CH2:37][CH2:38][CH2:39][NH:40][C:41](=[NH:43])[NH2:42]. Product: [NH2:35][C@H:36]([C:44]([OH:46])=[O:45])[CH2:37][CH2:38][CH2:39][NH:40][C:41](=[NH:42])[NH2:43].[C:1]([C:5]1[CH:6]=[C:7]([S:16][CH:17]2[CH2:22][CH2:21][N:20]([S:23]([C:26]3[N:30]([CH3:31])[C:29]([C:32]([OH:34])=[O:33])=[CH:28][CH:27]=3)(=[O:25])=[O:24])[CH2:19][CH2:18]2)[CH:8]=[C:9]([C:12]([CH3:15])([CH3:14])[CH3:13])[C:10]=1[OH:11])([CH3:2])([CH3:3])[CH3:4]. The catalyst class is: 88. (2) Reactant: [CH3:1][O:2][C:3](=[O:29])[C:4]1[CH:9]=[C:8]([CH2:10][N:11](C(OC(C)(C)C)=O)[C:12]([O:14][C:15]([CH3:18])([CH3:17])[CH3:16])=[O:13])[CH:7]=[CH:6][C:5]=1[N+:26]([O-:28])=[O:27].FC(F)(F)C(O)=O.C(=O)(O)[O-].[Na+]. Product: [CH3:1][O:2][C:3](=[O:29])[C:4]1[CH:9]=[C:8]([CH2:10][NH:11][C:12]([O:14][C:15]([CH3:18])([CH3:16])[CH3:17])=[O:13])[CH:7]=[CH:6][C:5]=1[N+:26]([O-:28])=[O:27]. The catalyst class is: 2. (3) Reactant: O[C:2]1[CH:9]=[C:8]([OH:10])[CH:7]=[C:6]([OH:11])[C:3]=1[CH:4]=[O:5].Br[CH2:13][CH2:14][CH2:15][CH2:16][CH2:17][CH2:18][CH2:19][CH2:20][CH2:21][CH2:22][CH2:23][CH2:24][CH2:25][CH2:26][CH2:27][CH3:28].[C:29]([O-:32])([O-])=O.[K+].[K+].C(Cl)(Cl)Cl. Product: [CH2:13]([O:11][C:6]1[CH:7]=[C:8]([O:10][CH2:28][CH2:27][CH2:26][CH2:25][CH2:24][CH2:23][CH2:22][CH2:21][CH2:20][CH2:19][CH2:18][CH2:17][CH2:16][CH2:15][CH2:14][CH3:13])[CH:9]=[C:2]([O:32][CH2:29][CH2:27][CH2:26][CH2:25][CH2:24][CH2:23][CH2:22][CH2:21][CH2:20][CH2:19][CH2:18][CH2:17][CH2:16][CH2:15][CH2:14][CH3:13])[C:3]=1[CH:4]=[O:5])[CH2:14][CH2:15][CH2:16][CH2:17][CH2:18][CH2:19][CH2:20][CH2:21][CH2:22][CH2:23][CH2:24][CH2:25][CH2:26][CH2:27][CH3:28]. The catalyst class is: 3. (4) Reactant: CC1(C)C(C)(C)OB([C:9]2[CH2:10][CH2:11][N:12]([C:15]([O:17][C:18]([CH3:21])([CH3:20])[CH3:19])=[O:16])[CH2:13][CH:14]=2)O1.C([O-])([O-])=O.[K+].[K+].Br[C:30]1[CH:35]=[CH:34][C:33]([F:36])=[C:32]([N+:37]([O-:39])=[O:38])[CH:31]=1. Product: [F:36][C:33]1[CH:34]=[CH:35][C:30]([C:9]2[CH2:10][CH2:11][N:12]([C:15]([O:17][C:18]([CH3:19])([CH3:20])[CH3:21])=[O:16])[CH2:13][CH:14]=2)=[CH:31][C:32]=1[N+:37]([O-:39])=[O:38]. The catalyst class is: 3.